This data is from Full USPTO retrosynthesis dataset with 1.9M reactions from patents (1976-2016). The task is: Predict the reactants needed to synthesize the given product. (1) The reactants are: [F:1][C:2]1[CH:3]=[C:4]([C:9]2[O:13][N:12]=[C:11]([C:14]([O:16]CC)=[O:15])[CH:10]=2)[CH:5]=[CH:6][C:7]=1[F:8].[F:19]C1C(C(O)=O)=NOC=1C1C=CC(F)=CC=1. Given the product [F:1][C:2]1[CH:3]=[C:4]([C:9]2[O:13][N:12]=[C:11]([C:14]([OH:16])=[O:15])[C:10]=2[F:19])[CH:5]=[CH:6][C:7]=1[F:8], predict the reactants needed to synthesize it. (2) Given the product [C:23]12([CH2:33][S:34]([O-:37])(=[O:35])=[O:36])[C:30]([CH3:32])([CH3:31])[CH:27]([CH2:28][CH2:29]1)[CH2:26][C:24]2=[O:25].[C:19]([C:16]1[CH:17]=[CH:18][C:13]([I+:12][C:9]2[CH:8]=[CH:7][C:6]([C:2]([CH3:5])([CH3:4])[CH3:3])=[CH:11][CH:10]=2)=[CH:14][CH:15]=1)([CH3:22])([CH3:21])[CH3:20], predict the reactants needed to synthesize it. The reactants are: [Cl-].[C:2]([C:6]1[CH:11]=[CH:10][C:9]([I+:12][C:13]2[CH:18]=[CH:17][C:16]([C:19]([CH3:22])([CH3:21])[CH3:20])=[CH:15][CH:14]=2)=[CH:8][CH:7]=1)([CH3:5])([CH3:4])[CH3:3].[C:23]12([CH2:33][S:34]([O:37]C)(=[O:36])=[O:35])[C:30]([CH3:32])([CH3:31])[CH:27]([CH2:28][CH2:29]1)[CH2:26][C:24]2=[O:25]. (3) Given the product [F:1][C:2]([F:20])([F:21])[C:3]1[CH:4]=[CH:5][C:6](/[CH:9]=[CH:10]/[CH:11]=[CH:12]/[CH:13]=[CH:14]/[CH2:15][OH:16])=[CH:7][CH:8]=1, predict the reactants needed to synthesize it. The reactants are: [F:1][C:2]([F:21])([F:20])[C:3]1[CH:8]=[CH:7][C:6](/[CH:9]=[CH:10]/[CH:11]=[CH:12]/[CH:13]=[CH:14]/[C:15](OCC)=[O:16])=[CH:5][CH:4]=1.[H-].C([Al+]CC(C)C)C(C)C. (4) Given the product [NH2:1][C:4]1[CH:5]=[C:6]([CH:7]=[CH:8][CH:9]=1)[O:10][CH2:12][C:13]1[CH:20]=[CH:19][CH:18]=[CH:17][C:14]=1[C:15]#[N:16], predict the reactants needed to synthesize it. The reactants are: [N+:1]([C:4]1[CH:5]=[C:6]([OH:10])[CH:7]=[CH:8][CH:9]=1)([O-])=O.Br[CH2:12][C:13]1[CH:20]=[CH:19][CH:18]=[CH:17][C:14]=1[C:15]#[N:16].BrCC1C=CC=C(F)C=1. (5) Given the product [ClH:32].[NH2:31][C:18]1[N:19]=[C:20]([C:22]2[CH:27]=[CH:26][C:25]([C:28]#[N:29])=[C:24]([F:30])[CH:23]=2)[CH:21]=[C:16]([N:11]2[CH2:10][C@@H:9]([NH2:5])[CH2:14][CH2:13][C@H:12]2[CH3:15])[N:17]=1, predict the reactants needed to synthesize it. The reactants are: CC([N:5]([C@H:9]1[CH2:14][CH2:13][C@@H:12]([CH3:15])[N:11]([C:16]2[CH:21]=[C:20]([C:22]3[CH:27]=[CH:26][C:25]([C:28]#[N:29])=[C:24]([F:30])[CH:23]=3)[N:19]=[C:18]([NH2:31])[N:17]=2)[CH2:10]1)C(=O)[O-])(C)C.[ClH:32]. (6) Given the product [OH:1][C:2]1[C:3]([C:19]([OH:21])=[O:20])=[C:4]([CH2:15][CH:16]([CH3:18])[CH3:17])[NH:5][C:6](=[O:14])[C:7]=1[C:8]1[CH:13]=[CH:12][CH:11]=[CH:10][CH:9]=1, predict the reactants needed to synthesize it. The reactants are: [OH:1][C:2]1[C:3]([C:19]([O:21]CC)=[O:20])=[C:4]([CH2:15][CH:16]([CH3:18])[CH3:17])[NH:5][C:6](=[O:14])[C:7]=1[C:8]1[CH:13]=[CH:12][CH:11]=[CH:10][CH:9]=1.Cl.